From a dataset of Full USPTO retrosynthesis dataset with 1.9M reactions from patents (1976-2016). Predict the reactants needed to synthesize the given product. (1) Given the product [C:1]([C:3]1[CH:4]=[C:5]([C:13]2[O:17][N:16]=[C:15]([C:18]3[CH:23]=[CH:22][C:21]([CH2:24][CH2:25][C:26]([OH:28])=[O:27])=[CH:20][C:19]=3[CH3:33])[N:14]=2)[CH:6]=[CH:7][C:8]=1[O:9][CH:10]([CH3:12])[CH3:11])#[N:2], predict the reactants needed to synthesize it. The reactants are: [C:1]([C:3]1[CH:4]=[C:5]([C:13]2[O:17][N:16]=[C:15]([C:18]3[CH:23]=[CH:22][C:21]([CH2:24][CH2:25][C:26]([O:28]C(C)(C)C)=[O:27])=[CH:20][C:19]=3[CH3:33])[N:14]=2)[CH:6]=[CH:7][C:8]=1[O:9][CH:10]([CH3:12])[CH3:11])#[N:2].C(Cl)Cl.C(O)(C(F)(F)F)=O. (2) Given the product [C:19]([N:16]1[CH2:15][CH2:14][C:13]2([CH2:9][C:8](=[O:10])[C:6]3[C:5](=[CH:4][CH:3]=[C:2]([Cl:1])[CH:7]=3)[O:11]2)[CH2:18][CH2:17]1)([O:21][C:22]([CH3:25])([CH3:24])[CH3:23])=[O:20], predict the reactants needed to synthesize it. The reactants are: [Cl:1][C:2]1[CH:3]=[CH:4][C:5]([OH:11])=[C:6]([C:8](=[O:10])[CH3:9])[CH:7]=1.O=[C:13]1[CH2:18][CH2:17][N:16]([C:19]([O:21][C:22]([CH3:25])([CH3:24])[CH3:23])=[O:20])[CH2:15][CH2:14]1.N1CCCC1. (3) Given the product [CH3:19][O:18][C:14]1[CH:13]=[C:12]([CH:17]=[CH:16][CH:15]=1)[CH2:11][N:9]([CH3:10])[C:7]([C:5]1[S:6][C:2]([C:25]2[CH:26]=[C:21]([CH3:20])[CH:22]=[CH:23][CH:24]=2)=[CH:3][CH:4]=1)=[O:8], predict the reactants needed to synthesize it. The reactants are: Br[C:2]1[S:6][C:5]([C:7]([N:9]([CH2:11][C:12]2[CH:17]=[CH:16][CH:15]=[C:14]([O:18][CH3:19])[CH:13]=2)[CH3:10])=[O:8])=[CH:4][CH:3]=1.[CH3:20][C:21]1[CH:22]=[C:23](B(O)O)[CH:24]=[CH:25][CH:26]=1. (4) Given the product [ClH:1].[CH:2]1([NH:5][C:6](=[O:31])[C:7]2[CH:12]=[CH:11][C:10]([CH3:13])=[C:9]([N:14]3[C:23](=[O:24])[C:22]4[C:17](=[CH:18][CH:19]=[C:20]([S:25][CH2:26][CH2:27][N:28]([CH3:30])[CH3:29])[CH:21]=4)[N:16]=[CH:15]3)[CH:8]=2)[CH2:4][CH2:3]1, predict the reactants needed to synthesize it. The reactants are: [ClH:1].[CH:2]1([NH:5][C:6](=[O:31])[C:7]2[CH:12]=[CH:11][C:10]([CH3:13])=[C:9]([N:14]3[C:23](=[O:24])[C:22]4[C:17](=[CH:18][CH:19]=[C:20]([S:25][CH2:26][CH2:27][N:28]([CH3:30])[CH3:29])[CH:21]=4)[N:16]=[CH:15]3)[CH:8]=2)[CH2:4][CH2:3]1. (5) The reactants are: [C:1]([C:3](=[N:15][O:16][CH:17]([CH3:19])[CH3:18])[C:4]([N:10]1[CH:14]=[N:13][CH:12]=[N:11]1)=[N:5][O:6][CH:7]([CH3:9])[CH3:8])#[N:2].C[Si]([N:24]=[N+:25]=[N-:26])(C)C.C([Sn](=O)CCCC)CCC. Given the product [CH:7]([O:6][N:5]=[C:4]([N:10]1[CH:14]=[N:13][CH:12]=[N:11]1)[C:3](=[N:15][O:16][CH:17]([CH3:19])[CH3:18])[C:1]1[NH:26][N:25]=[N:24][N:2]=1)([CH3:9])[CH3:8], predict the reactants needed to synthesize it. (6) Given the product [NH2:26][C@@H:24]1[CH2:25][C@H:20]([N:19]([C:17]([C:8]2[C:9]([NH:11][CH2:12][CH2:13][CH2:14][O:15][CH3:16])=[N:10][C:5]([C:1]([CH3:4])([CH3:2])[CH3:3])=[N:6][CH:7]=2)=[O:18])[CH2:45][CH:46]([CH3:48])[CH3:47])[CH2:21][N:22]([C:35]([O:37][CH2:38][C:39]2[CH:40]=[CH:41][CH:42]=[CH:43][CH:44]=2)=[O:36])[CH2:23]1, predict the reactants needed to synthesize it. The reactants are: [C:1]([C:5]1[N:10]=[C:9]([NH:11][CH2:12][CH2:13][CH2:14][O:15][CH3:16])[C:8]([C:17]([N:19]([CH2:45][CH:46]([CH3:48])[CH3:47])[C@H:20]2[CH2:25][C@@H:24]([NH:26]C(OCC(Cl)(Cl)Cl)=O)[CH2:23][N:22]([C:35]([O:37][CH2:38][C:39]3[CH:44]=[CH:43][CH:42]=[CH:41][CH:40]=3)=[O:36])[CH2:21]2)=[O:18])=[CH:7][N:6]=1)([CH3:4])([CH3:3])[CH3:2]. (7) Given the product [C:20]([O:19][C:17](=[O:18])[NH:16][CH:4]([C:3](=[O:2])[NH2:25])[CH2:5][CH2:6][CH2:7][C:8]1[CH:13]=[CH:12][C:11]([O:14][CH3:15])=[CH:10][CH:9]=1)([CH3:23])([CH3:22])[CH3:21], predict the reactants needed to synthesize it. The reactants are: C[O:2][C:3](=O)[CH:4]([NH:16][C:17]([O:19][C:20]([CH3:23])([CH3:22])[CH3:21])=[O:18])[CH2:5][CH2:6][CH2:7][C:8]1[CH:13]=[CH:12][C:11]([O:14][CH3:15])=[CH:10][CH:9]=1.[NH3:25]. (8) Given the product [F:1][C:2]1[CH:11]=[CH:10][C:9]([O:12][CH2:13][CH2:14][CH3:15])=[C:8]2[C:3]=1[C:4](=[O:41])[C:5]([C:28]1[CH:29]=[CH:30][C:31]([O:32][CH2:33][C:34]([NH2:42])=[O:36])=[CH:39][CH:40]=1)=[CH:6][N:7]2[CH2:16][C:17](=[O:27])[NH:18][CH2:19][CH2:20][N:21]1[CH2:26][CH2:25][O:24][CH2:23][CH2:22]1, predict the reactants needed to synthesize it. The reactants are: [F:1][C:2]1[CH:11]=[CH:10][C:9]([O:12][CH2:13][CH2:14][CH3:15])=[C:8]2[C:3]=1[C:4](=[O:41])[C:5]([C:28]1[CH:40]=[CH:39][C:31]([O:32][CH2:33][C:34]([O:36]CC)=O)=[CH:30][CH:29]=1)=[CH:6][N:7]2[CH2:16][C:17](=[O:27])[NH:18][CH2:19][CH2:20][N:21]1[CH2:26][CH2:25][O:24][CH2:23][CH2:22]1.[NH3:42].CO.